Task: Predict the product of the given reaction.. Dataset: Forward reaction prediction with 1.9M reactions from USPTO patents (1976-2016) (1) Given the reactants Cl[C:2]1[C:11]2[C:6](=[CH:7][N:8]=[CH:9][CH:10]=2)[CH:5]=[C:4]([C:12]2[CH:17]=[CH:16][N:15]=[C:14]([Cl:18])[CH:13]=2)[N:3]=1.C(N(CC)CC)C.[NH:26]1[CH2:34][CH2:33][CH:29]([C:30]([NH2:32])=[O:31])[CH2:28][CH2:27]1, predict the reaction product. The product is: [Cl:18][C:14]1[CH:13]=[C:12]([C:4]2[N:3]=[C:2]([N:26]3[CH2:34][CH2:33][CH:29]([C:30]([NH2:32])=[O:31])[CH2:28][CH2:27]3)[C:11]3[C:6]([CH:5]=2)=[CH:7][N:8]=[CH:9][CH:10]=3)[CH:17]=[CH:16][N:15]=1. (2) The product is: [Cl:11][C:9]1[N:8]=[CH:7][C:6]2[CH2:2][C:3](=[O:12])[NH:4][C:5]=2[CH:10]=1. Given the reactants Br[C:2]1(Br)[C:6]2[CH:7]=[N:8][C:9]([Cl:11])=[CH:10][C:5]=2[NH:4][C:3]1=[O:12].CO, predict the reaction product.